This data is from Forward reaction prediction with 1.9M reactions from USPTO patents (1976-2016). The task is: Predict the product of the given reaction. The product is: [CH3:1][O:2][C:3]1[C:4]([O:19][CH2:20][CH2:21][CH2:22][O:23][CH3:24])=[CH:5][C:6]2[CH2:7][CH:8]([C:13]([CH3:18])([CH3:17])[CH2:14][O:15][CH3:16])[N:9]3[CH:10]([CH2:36][C:35](=[O:37])[C:29]([C:30]([O:32][CH2:33][CH3:34])=[O:31])=[CH:28]3)[C:11]=2[CH:12]=1. Given the reactants [CH3:1][O:2][C:3]1[CH:12]=[C:11]2[C:6]([CH2:7][CH:8]([C:13]([CH3:18])([CH3:17])[CH2:14][O:15][CH3:16])[N:9]=[CH:10]2)=[CH:5][C:4]=1[O:19][CH2:20][CH2:21][CH2:22][O:23][CH3:24].C(O[CH:28]=[C:29]([C:35](=[O:37])[CH3:36])[C:30]([O:32][CH2:33][CH3:34])=[O:31])C, predict the reaction product.